Dataset: Retrosynthesis with 50K atom-mapped reactions and 10 reaction types from USPTO. Task: Predict the reactants needed to synthesize the given product. (1) Given the product COC(=O)C[C@@H]1C(=O)Nc2ccccc2N1Cc1ccccc1, predict the reactants needed to synthesize it. The reactants are: BrCc1ccccc1.COC(=O)C[C@H]1Nc2ccccc2NC1=O. (2) Given the product O=C(O)C(F)(F)F, predict the reactants needed to synthesize it. The reactants are: CC(C)(C)OC(=O)NC1Cc2ccccc2N(c2ccccc2)C1. (3) Given the product NC(=O)c1nc(CCl)n(-c2ccccc2C(=O)c2ccccn2)n1, predict the reactants needed to synthesize it. The reactants are: CCN(CC)CC.O=C(O)c1nc(CCl)n(-c2ccccc2C(=O)c2ccccn2)n1.